Task: Predict the reactants needed to synthesize the given product.. Dataset: Full USPTO retrosynthesis dataset with 1.9M reactions from patents (1976-2016) (1) Given the product [OH:30][CH2:31][C:32]([CH2:35][OH:36])([CH2:33][OH:34])[CH2:37][O:7][C:6](=[O:8])[CH2:5][O:4][C:3]1[CH:9]=[CH:10][C:11]([F:29])=[C:12]([NH:13][CH2:14][C:15]2[CH:20]=[C:19]([C:21]3[CH:26]=[CH:25][CH:24]=[C:23]([F:27])[CH:22]=3)[CH:18]=[CH:17][C:16]=2[F:28])[C:2]=1[F:1], predict the reactants needed to synthesize it. The reactants are: [F:1][C:2]1[C:12]([NH:13][CH2:14][C:15]2[CH:20]=[C:19]([C:21]3[CH:26]=[CH:25][CH:24]=[C:23]([F:27])[CH:22]=3)[CH:18]=[CH:17][C:16]=2[F:28])=[C:11]([F:29])[CH:10]=[CH:9][C:3]=1[O:4][CH2:5][C:6]([OH:8])=[O:7].[OH:30][CH2:31][C:32]([CH2:37]O)([CH2:35][OH:36])[CH2:33][OH:34].CN(C(ON1N=NC2C=CC=NC1=2)=[N+](C)C)C.F[P-](F)(F)(F)(F)F. (2) The reactants are: [C:1]([O:4][C@@H:5]([CH3:27])[C:6]([N:8]1[CH2:13][CH2:12][CH:11]([CH2:14][CH2:15][N:16]2[C:24](Br)=[N:23][C:22]3[C:17]2=[N:18][CH:19]=[N:20][C:21]=3[NH2:26])[CH2:10][CH2:9]1)=[O:7])(=[O:3])[CH3:2].[Cl:28][C:29]1[C:37]2[S:36][C:35]([SH:38])=[N:34][C:33]=2[CH:32]=[CH:31][CH:30]=1. Given the product [C:1]([O:4][C@@H:5]([CH3:27])[C:6]([N:8]1[CH2:13][CH2:12][CH:11]([CH2:14][CH2:15][N:16]2[C:24]([S:38][C:35]3[S:36][C:37]4[C:29]([Cl:28])=[CH:30][CH:31]=[CH:32][C:33]=4[N:34]=3)=[N:23][C:22]3[C:17]2=[N:18][CH:19]=[N:20][C:21]=3[NH2:26])[CH2:10][CH2:9]1)=[O:7])(=[O:3])[CH3:2], predict the reactants needed to synthesize it.